This data is from Full USPTO retrosynthesis dataset with 1.9M reactions from patents (1976-2016). The task is: Predict the reactants needed to synthesize the given product. (1) Given the product [Si:1]([O:8][C:9]1[C:10]([F:24])=[C:11]([CH:16]([CH2:22][CH3:23])[CH2:17][C:18]([O:20][CH3:21])=[O:19])[CH:12]=[C:13]([F:15])[CH:14]=1)([C:4]([CH3:7])([CH3:6])[CH3:5])([CH3:3])[CH3:2], predict the reactants needed to synthesize it. The reactants are: [Si:1]([O:8][C:9]1[C:10]([F:24])=[C:11]([C:16]([CH2:22][CH3:23])=[CH:17][C:18]([O:20][CH3:21])=[O:19])[CH:12]=[C:13]([F:15])[CH:14]=1)([C:4]([CH3:7])([CH3:6])[CH3:5])([CH3:3])[CH3:2]. (2) Given the product [C:21]([O:20][C:18]([NH:17][C@H:14]1[CH2:13][CH2:12][C@@H:11]([CH2:9][OH:8])[CH2:16][CH2:15]1)=[O:19])([CH3:24])([CH3:23])[CH3:22], predict the reactants needed to synthesize it. The reactants are: [H-].[Al+3].[Li+].[H-].[H-].[H-].C[O:8][C:9]([C@H:11]1[CH2:16][CH2:15][C@@H:14]([NH:17][C:18]([O:20][C:21]([CH3:24])([CH3:23])[CH3:22])=[O:19])[CH2:13][CH2:12]1)=O.O.